From a dataset of Forward reaction prediction with 1.9M reactions from USPTO patents (1976-2016). Predict the product of the given reaction. (1) Given the reactants Cl[C:2]1[C:3]2[CH:10]=[C:9](I)[N:8]([CH2:12][O:13][CH2:14][CH2:15][Si:16]([CH3:19])([CH3:18])[CH3:17])[C:4]=2[N:5]=[CH:6][N:7]=1.[CH3:20][O:21][C:22]1[CH:23]=[C:24]([N:37]2[CH2:42][CH2:41][O:40][CH2:39][CH2:38]2)[CH:25]=[CH:26][C:27]=1B1OC(C)(C)C(C)(C)O1.C([O-])([O-])=O.[Na+].[Na+].C([O-])(=O)C.[K+].[O:54]1[CH2:59][CH2:58][CH:57]([O:60][C:61]2[CH:68]=[CH:67][C:66](B3OC(C)(C)C(C)(C)O3)=[CH:65][C:62]=2[C:63]#[N:64])[CH2:56][CH2:55]1, predict the reaction product. The product is: [CH3:20][O:21][C:22]1[CH:23]=[C:24]([N:37]2[CH2:38][CH2:39][O:40][CH2:41][CH2:42]2)[CH:25]=[CH:26][C:27]=1[C:9]1[N:8]([CH2:12][O:13][CH2:14][CH2:15][Si:16]([CH3:19])([CH3:18])[CH3:17])[C:4]2[N:5]=[CH:6][N:7]=[C:2]([C:66]3[CH:67]=[CH:68][C:61]([O:60][CH:57]4[CH2:58][CH2:59][O:54][CH2:55][CH2:56]4)=[C:62]([CH:65]=3)[C:63]#[N:64])[C:3]=2[CH:10]=1. (2) Given the reactants Br[CH2:2][C:3](Br)=[O:4].[CH2:6]([NH:13][CH2:14][CH3:15])[C:7]1[CH:12]=[CH:11][CH:10]=[CH:9][CH:8]=1.[CH3:16][C:17]1[CH:22]=[CH:21][CH:20]=[CH:19][C:18]=1[S:23]([NH:26][C:27]1[CH:32]=[CH:31][C:30]([CH3:33])=[CH:29][CH:28]=1)(=[O:25])=[O:24], predict the reaction product. The product is: [CH2:6]([N:13]([CH2:14][CH3:15])[C:3](=[O:4])[CH2:2][N:26]([S:23]([C:18]1[C:17]([CH3:16])=[CH:22][CH:21]=[CH:20][CH:19]=1)(=[O:24])=[O:25])[C:27]1[CH:32]=[CH:31][C:30]([CH3:33])=[CH:29][CH:28]=1)[C:7]1[CH:12]=[CH:11][CH:10]=[CH:9][CH:8]=1. (3) Given the reactants [OH:1][CH:2]1[CH:7]([C:8]2[CH:13]=[CH:12][C:11]([O:14][CH2:15][CH2:16][CH2:17][CH2:18][O:19][C:20]3[CH:25]=[CH:24][CH:23]=[CH:22][C:21]=3[O:26][CH3:27])=[CH:10][CH:9]=2)[CH2:6][CH2:5][N:4]([C:28]([O:30][C:31]([CH3:34])([CH3:33])[CH3:32])=[O:29])[CH2:3]1.Cl[CH2:36][C:37]1[CH:46]=[C:45]2[C:40]([CH2:41][CH2:42][C:43](=[O:52])[N:44]2[CH2:47][CH2:48][CH2:49][O:50][CH3:51])=[CH:39][CH:38]=1, predict the reaction product. The product is: [CH3:27][O:26][C:21]1[CH:22]=[CH:23][CH:24]=[CH:25][C:20]=1[O:19][CH2:18][CH2:17][CH2:16][CH2:15][O:14][C:11]1[CH:10]=[CH:9][C:8]([CH:7]2[CH2:6][CH2:5][N:4]([C:28]([O:30][C:31]([CH3:34])([CH3:33])[CH3:32])=[O:29])[CH2:3][CH:2]2[O:1][CH2:36][C:37]2[CH:46]=[C:45]3[C:40]([CH2:41][CH2:42][C:43](=[O:52])[N:44]3[CH2:47][CH2:48][CH2:49][O:50][CH3:51])=[CH:39][CH:38]=2)=[CH:13][CH:12]=1. (4) Given the reactants [N:1]1[CH:6]=[CH:5][CH:4]=[CH:3][C:2]=1[CH2:7][OH:8].Br[C:10]1[C:11]([NH:17][S:18]([C:21]2[CH:26]=[CH:25][CH:24]=[C:23]([Cl:27])[C:22]=2[Cl:28])(=[O:20])=[O:19])=[N:12][CH:13]=[C:14]([CH3:16])[N:15]=1, predict the reaction product. The product is: [Cl:28][C:22]1[C:23]([Cl:27])=[CH:24][CH:25]=[CH:26][C:21]=1[S:18]([NH:17][C:11]1[C:10]([O:8][CH2:7][C:2]2[CH:3]=[CH:4][CH:5]=[CH:6][N:1]=2)=[N:15][C:14]([CH3:16])=[CH:13][N:12]=1)(=[O:19])=[O:20].